Dataset: Full USPTO retrosynthesis dataset with 1.9M reactions from patents (1976-2016). Task: Predict the reactants needed to synthesize the given product. (1) Given the product [OH:15][C:3]1[C:2]([C:21]2[CH:26]=[CH:25][CH:24]=[CH:23][N:22]=2)=[CH:11][C:10]2[N:9]=[CH:8][CH:7]=[N:6][C:5]=2[C:4]=1[C:12]([OH:14])=[O:13], predict the reactants needed to synthesize it. The reactants are: Br[C:2]1[C:3]([OH:15])=[C:4]([C:12]([OH:14])=[O:13])[C:5]2[N:6]=[CH:7][CH:8]=[N:9][C:10]=2[CH:11]=1.C([Sn](CCCC)(CCCC)[C:21]1[CH:26]=[CH:25][CH:24]=[CH:23][N:22]=1)CCC. (2) Given the product [CH3:20][C:21]1[N:26]=[C:25]([C:27]([NH:29][C:8]([N:31]2[CH2:36][CH2:35][C:34](=[CH:37][C:38]3[CH:54]=[CH:53][CH:52]=[C:40]([O:41][C:42]4[CH:47]=[CH:46][C:45]([C:48]([F:51])([F:49])[F:50])=[CH:44][N:43]=4)[CH:39]=3)[CH2:33][CH2:32]2)=[O:9])=[O:28])[CH:24]=[CH:23][CH:22]=1, predict the reactants needed to synthesize it. The reactants are: CC1([C:8](NC(=O)OC2C=CC=CC=2)=[O:9])C=CC=CN1.[CH3:20][C:21]1[N:26]=[C:25]([C:27]([NH2:29])=[O:28])[CH:24]=[CH:23][CH:22]=1.Cl.[NH:31]1[CH2:36][CH2:35][C:34](=[CH:37][C:38]2[CH:39]=[C:40]([CH:52]=[CH:53][CH:54]=2)[O:41][C:42]2[CH:47]=[CH:46][C:45]([C:48]([F:51])([F:50])[F:49])=[CH:44][N:43]=2)[CH2:33][CH2:32]1.C(N(C(C)C)CC)(C)C. (3) The reactants are: [CH3:1][O:2][C:3]1[CH:10]=[C:9]([O:11][CH3:12])[CH:8]=[CH:7][C:4]=1[CH:5]=O.[NH2:13][C:14]1[CH:19]=[CH:18][CH:17]=[CH:16][CH:15]=1.C1(C)C=CC=CC=1.O.[BH4-].[Na+]. Given the product [CH3:1][O:2][C:3]1[CH:10]=[C:9]([O:11][CH3:12])[CH:8]=[CH:7][C:4]=1[CH2:5][NH:13][C:14]1[CH:19]=[CH:18][CH:17]=[CH:16][CH:15]=1, predict the reactants needed to synthesize it. (4) The reactants are: [F:1][C:2]1[CH:3]=[C:4]([C:9]2[CH:10]=[C:11]([CH3:27])[C:12]([CH3:26])=[C:13]([CH2:15][NH:16][C:17]3[C:18]([F:25])=[C:19]([OH:24])[CH:20]=[CH:21][C:22]=3[F:23])[CH:14]=2)[CH:5]=[CH:6][C:7]=1[F:8].C([O-])([O-])=O.[Cs+].[Cs+].Br[CH2:35][C:36]([O:38][CH:39]([CH3:41])[CH3:40])=[O:37].O. Given the product [F:1][C:2]1[CH:3]=[C:4]([C:9]2[CH:10]=[C:11]([CH3:27])[C:12]([CH3:26])=[C:13]([CH2:15][NH:16][C:17]3[C:18]([F:25])=[C:19]([CH:20]=[CH:21][C:22]=3[F:23])[O:24][CH2:35][C:36]([O:38][CH:39]([CH3:41])[CH3:40])=[O:37])[CH:14]=2)[CH:5]=[CH:6][C:7]=1[F:8], predict the reactants needed to synthesize it. (5) Given the product [CH2:1]([N:8]([C:9]([O:10][C:11]([CH3:12])([CH3:14])[CH3:13])=[O:15])[CH2:16][CH2:17][C:18]1[CH:23]=[CH:22][C:21]([S:24]([C:27]2[CH:28]=[CH:29][C:30]([O:33][C:34]3[CH:39]=[CH:38][CH:37]=[CH:36][C:35]=3[C:40]([OH:43])=[O:41])=[CH:31][CH:32]=2)(=[O:25])=[O:26])=[CH:20][CH:19]=1)[C:2]1[CH:3]=[CH:4][CH:5]=[CH:6][CH:7]=1, predict the reactants needed to synthesize it. The reactants are: [CH2:1]([N:8]([CH2:16][CH2:17][C:18]1[CH:23]=[CH:22][C:21]([S:24]([C:27]2[CH:32]=[CH:31][C:30]([O:33][C:34]3[CH:39]=[CH:38][CH:37]=[CH:36][C:35]=3[CH:40]=[O:41])=[CH:29][CH:28]=2)(=[O:26])=[O:25])=[CH:20][CH:19]=1)[C:9](=[O:15])[O:10][C:11]([CH3:14])([CH3:13])[CH3:12])[C:2]1[CH:7]=[CH:6][CH:5]=[CH:4][CH:3]=1.P([O-])(O)(O)=[O:43].[Na+].OO.Cl([O-])=O.[Na+].S([O-])([O-])=O.[Na+].[Na+].Cl. (6) Given the product [CH3:41][C:39]1([CH3:42])[CH2:40][CH:35]([NH:34][C:30]2[N:29]=[C:28]([C:12]3[C:11]4[C:15](=[CH:16][C:8]([CH2:7][OH:6])=[CH:9][CH:10]=4)[N:14]([CH2:17][O:18][CH2:19][CH2:20][Si:21]([CH3:22])([CH3:23])[CH3:24])[CH:13]=3)[CH:33]=[CH:32][N:31]=2)[CH2:36][C:37]([CH3:44])([CH3:43])[NH:38]1, predict the reactants needed to synthesize it. The reactants are: C([SiH2][O:6][C:7](C)(C)[C:8]1[CH:16]=[C:15]2[C:11]([CH:12]=[CH:13][N:14]2[CH2:17][O:18][CH2:19][CH2:20][Si:21]([CH3:24])([CH3:23])[CH3:22])=[CH:10][CH:9]=1)(C)(C)C.Cl[C:28]1[CH:33]=[CH:32][N:31]=[C:30]([NH:34][CH:35]2[CH2:40][C:39]([CH3:42])([CH3:41])[NH:38][C:37]([CH3:44])([CH3:43])[CH2:36]2)[N:29]=1.CCCC[N+](CCCC)(CCCC)CCCC.[F-]. (7) Given the product [Cl:15][C:16]1[CH:21]=[C:20]([CH2:9][C:8]2[CH:11]=[CH:12][CH:13]=[CH:14][C:7]=2[CH3:6])[N:19]=[CH:18][N:17]=1, predict the reactants needed to synthesize it. The reactants are: [Cl-].C[SiH](C)C.[CH3:6][C:7]1[CH:14]=[CH:13][CH:12]=[CH:11][C:8]=1[CH2:9]Br.[Cl:15][C:16]1[CH:21]=[C:20](Cl)[N:19]=[CH:18][N:17]=1.O.